This data is from Catalyst prediction with 721,799 reactions and 888 catalyst types from USPTO. The task is: Predict which catalyst facilitates the given reaction. Reactant: [C:1]([C@@H:9]1[CH2:13][CH:12]([CH2:14][C:15]2[CH:20]=[CH:19][C:18]([C:21]3[CH:26]=[CH:25][CH:24]=[CH:23][CH:22]=3)=[CH:17][CH:16]=2)[N:11](/C=C/C2C=CC=CC=2)[C:10]1=[O:35])(=O)C1C=CC=CC=1.[CH2:36]=O.[OH-].C([N+](C[CH2:53][CH2:54][CH3:55])(CCCC)CCCC)CCC.[C:56]([O-:59])([O-])=[O:57].[K+].[K+]. Product: [C:54]([O:59][C:56]([N:11]1[C@H:12]([CH2:14][C:15]2[CH:16]=[CH:17][C:18]([C:21]3[CH:22]=[CH:23][CH:24]=[CH:25][CH:26]=3)=[CH:19][CH:20]=2)[CH2:13][C:9](=[CH2:1])[C:10]1=[O:35])=[O:57])([CH3:53])([CH3:55])[CH3:36]. The catalyst class is: 334.